Task: Binary Classification. Given a T-cell receptor sequence (or CDR3 region) and an epitope sequence, predict whether binding occurs between them.. Dataset: TCR-epitope binding with 47,182 pairs between 192 epitopes and 23,139 TCRs (1) The epitope is ARMILMTHF. Result: 0 (the TCR does not bind to the epitope). The TCR CDR3 sequence is CASSVGPNEQFF. (2) The epitope is GTHWFVTQR. The TCR CDR3 sequence is CASGEGTLSYEQYF. Result: 0 (the TCR does not bind to the epitope).